This data is from Forward reaction prediction with 1.9M reactions from USPTO patents (1976-2016). The task is: Predict the product of the given reaction. (1) Given the reactants [NH2:1][C:2]1[CH:7]=[CH:6][C:5]([C:8]2[O:12][C:11]([C:13]([N:15]3[CH2:21][CH:20]4[N:22]([CH3:23])[CH:17]([CH2:18][CH2:19]4)[CH2:16]3)=[O:14])=[CH:10][CH:9]=2)=[CH:4][CH:3]=1.[CH2:24]([N:26]=[C:27]=[O:28])[CH3:25].[OH-].[Na+], predict the reaction product. The product is: [CH2:24]([NH:26][C:27]([NH:1][C:2]1[CH:7]=[CH:6][C:5]([C:8]2[O:12][C:11]([C:13]([N:15]3[CH2:21][CH:20]4[N:22]([CH3:23])[CH:17]([CH2:18][CH2:19]4)[CH2:16]3)=[O:14])=[CH:10][CH:9]=2)=[CH:4][CH:3]=1)=[O:28])[CH3:25]. (2) Given the reactants [F:1][C:2]1[CH:7]=[CH:6][CH:5]=[CH:4][C:3]=1[O:8][CH3:9].[Cl:10][S:11](O)(=[O:13])=[O:12], predict the reaction product. The product is: [F:1][C:2]1[CH:7]=[C:6]([S:11]([Cl:10])(=[O:13])=[O:12])[CH:5]=[CH:4][C:3]=1[O:8][CH3:9]. (3) Given the reactants C([C:3]1[CH:20]=[CH:19][C:6]([C:7]([NH:9][C:10]([CH3:18])([C:12]2[CH:17]=[CH:16][CH:15]=[CH:14][CH:13]=2)[CH3:11])=[O:8])=[CH:5][C:4]=1[O:21][CH2:22][O:23][CH3:24])=O.[CH:25]([O:30][CH3:31])([O:28][CH3:29])OC.C(=O)([O-])O.[Na+].O, predict the reaction product. The product is: [CH3:24][O:23][CH2:22][O:21][C:4]1[CH:5]=[C:6]([CH:19]=[CH:20][C:3]=1[CH:25]([O:28][CH3:29])[O:30][CH3:31])[C:7]([NH:9][C:10]([CH3:18])([C:12]1[CH:13]=[CH:14][CH:15]=[CH:16][CH:17]=1)[CH3:11])=[O:8]. (4) Given the reactants Cl[CH2:2][C:3]1[CH:8]=[CH:7][C:6]([F:9])=[CH:5][CH:4]=1.[O:10]=[C:11]1[CH2:16][CH2:15][N:14]([C:17]([O:19][CH2:20][CH3:21])=[O:18])[CH2:13][CH2:12]1, predict the reaction product. The product is: [F:9][C:6]1[CH:7]=[CH:8][C:3]([CH2:2][C:11]2([OH:10])[CH2:12][CH2:13][N:14]([C:17]([O:19][CH2:20][CH3:21])=[O:18])[CH2:15][CH2:16]2)=[CH:4][CH:5]=1. (5) Given the reactants [H][H].[CH3:3][N:4]1[CH:8]=[C:7]([C:9]2[CH2:14][CH2:13][CH:12]([C:15]([O:17][CH2:18]C)=[O:16])[CH2:11][CH:10]=2)[CH:6]=[N:5]1, predict the reaction product. The product is: [CH3:3][N:4]1[CH:8]=[C:7]([CH:9]2[CH2:10][CH2:11][CH:12]([C:15]([O:17][CH3:18])=[O:16])[CH2:13][CH2:14]2)[CH:6]=[N:5]1. (6) Given the reactants [CH2:1]([O:5][C:6]1[C:15]2[C:10](=[CH:11][CH:12]=[C:13]([C:16](N(OC)C)=[O:17])[CH:14]=2)[C:9](=[O:22])[N:8]([CH2:23][CH:24]([CH3:26])[CH3:25])[C:7]=1[CH2:27][NH:28][C:29](=[O:35])[O:30][C:31]([CH3:34])([CH3:33])[CH3:32])[CH2:2][CH2:3][CH3:4].O1CCC[CH2:37]1.C[Mg]Br.O, predict the reaction product. The product is: [C:16]([C:13]1[CH:14]=[C:15]2[C:10](=[CH:11][CH:12]=1)[C:9](=[O:22])[N:8]([CH2:23][CH:24]([CH3:25])[CH3:26])[C:7]([CH2:27][NH:28][C:29](=[O:35])[O:30][C:31]([CH3:33])([CH3:32])[CH3:34])=[C:6]2[O:5][CH2:1][CH2:2][CH2:3][CH3:4])(=[O:17])[CH3:37]. (7) Given the reactants [OH:1][C:2]1[C:11]2[CH2:10][O:9][C:8](=[O:12])[N:7]([CH2:13][C:14]3[CH:21]=[CH:20][C:17]([C:18]#[N:19])=[CH:16][CH:15]=3)[C:6]=2[CH:5]=[N:4][C:3]=1[CH3:22].Br[CH2:24][C:25]1[CH:30]=[CH:29][CH:28]=[C:27]([C:31]#[N:32])[CH:26]=1, predict the reaction product. The product is: [C:31]([C:27]1[CH:26]=[C:25]([CH:30]=[CH:29][CH:28]=1)[CH2:24][O:1][C:2]1[C:11]2[CH2:10][O:9][C:8](=[O:12])[N:7]([CH2:13][C:14]3[CH:21]=[CH:20][C:17]([C:18]#[N:19])=[CH:16][CH:15]=3)[C:6]=2[CH:5]=[N:4][C:3]=1[CH3:22])#[N:32]. (8) Given the reactants [CH2:1]([O:3][C:4]([C:6]1[C:7]([CH3:18])=[C:8]2[C:13](Cl)=[C:12]([C:15]#[N:16])[CH:11]=[N:10][N:9]2[CH:17]=1)=[O:5])[CH3:2].[O:19]([C:26]1[CH:27]=[CH:28][C:29]([NH2:32])=[N:30][CH:31]=1)[C:20]1[CH:25]=[CH:24][CH:23]=[CH:22][CH:21]=1.C(OC(C1C(C)=C2C(NC3C=CC(SC4N(C)C=CN=4)=C(Cl)C=3)=C(C#N)C=NN2C=1)=O)C.CN(C=O)C, predict the reaction product. The product is: [CH2:1]([O:3][C:4]([C:6]1[C:7]([CH3:18])=[C:8]2[C:13]([NH:32][C:29]3[CH:28]=[CH:27][C:26]([O:19][C:20]4[CH:25]=[CH:24][CH:23]=[CH:22][CH:21]=4)=[CH:31][N:30]=3)=[C:12]([C:15]#[N:16])[CH:11]=[N:10][N:9]2[CH:17]=1)=[O:5])[CH3:2].